This data is from Experimentally validated miRNA-target interactions with 360,000+ pairs, plus equal number of negative samples. The task is: Binary Classification. Given a miRNA mature sequence and a target amino acid sequence, predict their likelihood of interaction. (1) The miRNA is hsa-miR-3152-5p with sequence AUUGCCUCUGUUCUAACACAAG. The protein sequence of the target gene is MTAPEKPVKQEEMAALDVDGGGGGGGHGEYLQQQQQQQQQHGNGAAAAAAQDTQPSPLALLAATCSKIGPPSPGDDDEEAAVAAAAGVPAAAAGATGDLASAQLGGAPNRWEVLSATPTTIKDEAGNLVQIPGAATSSGQYVLPLQNLQNQQIFSVAPGSDSSNGTVSNVQYQVIPQIQSTDAQQVQIGFTGSSDNGGINQENSQIQIIPGSNQTLLASGTPPANIQNLIPQTGQVQVQGVAIGGSSFPGQTQVVANVPLGLPGNITFVPINSVDLDSLGLSGSSQTMTAGINADGHLIN.... Result: 0 (no interaction). (2) The miRNA is hsa-miR-582-3p with sequence UAACUGGUUGAACAACUGAACC. The protein sequence of the target gene is MESPSAPPHRWCIPWQRLLLTASLLTFWNPPTTAKLTIESTPFNVAEGKEVLLLVHNLPQHLFGYSWYKGERVDGNRQIIGYVIGTQQATPGPAYSGREIIYPNASLLIQNIIQNDTGFYTLHVIKSDLVNEEATGQFRVYPELPKPSISSNNSKPVEDKDAVAFTCEPETQDATYLWWVNNQSLPVSPRLQLSNGNRTLTLFNVTRNDTASYKCETQNPVSARRSDSVILNVLYGPDAPTISPLNTSYRSGENLNLSCHAASNPPAQYSWFVNGTFQQSTQELFIPNITVNNSGSYTCQ.... Result: 1 (interaction). (3) The miRNA is mmu-miR-539-5p with sequence GGAGAAAUUAUCCUUGGUGUGU. The protein sequence of the target gene is MATAMYLEHYLDSIENLPCELQRNFQLMRELDQRTEDKKAEIDILAAEYISTVKTLSSAQRVEHLQKIQSAYSKCKEYSDDKVQLAMQTYEMVDKHIRRLDADLARFEADLKDRMDGSDFESTGARSLKKGRSQKEKRSSRGRGRRTSEEDTPKKKKHKSGSEFTDSILSVHPSDVLDMPVDPNEPTYCLCHQVSYGEMIGCDNPDCPIEWFHFACVDLTTKPKGKWFCPRCVQEKRKKK. Result: 1 (interaction). (4) The miRNA is hsa-miR-30b-5p with sequence UGUAAACAUCCUACACUCAGCU. The protein sequence of the target gene is MDRSLGWQGNSVPEDRTEAGIKRFLEDTTDDGELSKFVKDFSGNASCHPPEAKTWASRPQVPEPRPQAPDLYDDDLEFRPPSRPQSSDNQQYFCAPAPLSPSARPRSPWGKLDPYDSSEDDKEYVGFATLPNQVHRKSVKKGFDFTLMVAGESGLGKSTLVNSLFLTDLYRDRKLLGAEERIMQTVEITKHAVDIEEKGVRLRLTIVDTPGFGDAVNNTECWKPVAEYIDQQFEQYFRDESGLNRKNIQDNRVHCCLYFISPFGHGLRPLDVEFMKALHQRVNIVPILAKADTLTPPEVD.... Result: 0 (no interaction). (5) The miRNA is mmu-miR-3963 with sequence UGUAUCCCACUUCUGACAC. The protein sequence of the target gene is MANRGPSYGLSREVQQKIEKQYDPDLEQILIQWITTQCRKGVSQPQPGRENFQNWLKDGTVLCELINSLYPEGQAPVKKIQASTMAFKQMEQISQFLQAAERYGINTTDIFQTVDLWEGKNMACVQRTLMNLGGLAVARDDGLFSGDPNWFPKKSKENPRNFSDNQLQEGKNVIGLQMGTNRGASQAGMTGYGMPRQIL. Result: 0 (no interaction). (6) Result: 1 (interaction). The miRNA is cel-miR-67-3p with sequence UCACAACCUCCUAGAAAGAGUAGA. The protein sequence of the target gene is MHNLLSRANALLAFTLWVMAAVTAACFLSTVFLDYTVPTKLTVNDVKVRNVVDYATDEQQADLATLNFNLKVDFSKIFNWNVKQLFVYLVAEYKSKVNEVNQVVLWDRIVERADRVVMDEIGVKSKYYFLDDGTNLLNHKNVTFVLRYNVIPNSGYLRLVQSSDQVVVPFPTTYTTTRRS.